From a dataset of Full USPTO retrosynthesis dataset with 1.9M reactions from patents (1976-2016). Predict the reactants needed to synthesize the given product. (1) Given the product [F:1][C:2]1[CH:7]=[C:6]([CH:8]2[C:13]3=[N:14][S:15](=[O:19])(=[O:18])[CH2:16][CH2:17][N:12]3[CH2:11][CH2:10][N:9]2[C:26]([O:28][C:29]([CH3:32])([CH3:31])[CH3:30])=[O:27])[CH:5]=[CH:4][C:3]=1[C:20]1[CH:25]=[CH:24][CH:23]=[CH:22][CH:21]=1, predict the reactants needed to synthesize it. The reactants are: [F:1][C:2]1[CH:7]=[C:6]([CH:8]2[C:13]3=[N:14][S:15](=[O:19])(=[O:18])[CH2:16][CH2:17][N:12]3[CH2:11][CH2:10][NH:9]2)[CH:5]=[CH:4][C:3]=1[C:20]1[CH:25]=[CH:24][CH:23]=[CH:22][CH:21]=1.[C:26](O[C:26]([O:28][C:29]([CH3:32])([CH3:31])[CH3:30])=[O:27])([O:28][C:29]([CH3:32])([CH3:31])[CH3:30])=[O:27]. (2) Given the product [CH2:28]([N:19]([C:20]1[CH:25]=[CH:24][CH:23]=[C:22]([O:26][CH3:27])[N:21]=1)[S:16]([C:13]1[CH:14]=[CH:15][C:10]([O:8][CH2:7][C:4]2[CH:5]=[CH:6][N:1]=[CH:2][CH:3]=2)=[CH:11][CH:12]=1)(=[O:18])=[O:17])[CH:29]([CH3:31])[CH3:30], predict the reactants needed to synthesize it. The reactants are: [N:1]1[CH:6]=[CH:5][C:4]([CH2:7][OH:8])=[CH:3][CH:2]=1.F[C:10]1[CH:15]=[CH:14][C:13]([S:16]([N:19]([CH2:28][CH:29]([CH3:31])[CH3:30])[C:20]2[CH:25]=[CH:24][CH:23]=[C:22]([O:26][CH3:27])[N:21]=2)(=[O:18])=[O:17])=[CH:12][CH:11]=1.[H-].[Na+]. (3) Given the product [CH3:1][C:2]([CH3:26])([CH3:25])[CH2:3][CH2:4][CH2:5][CH2:6][C:7]1([CH3:24])[C:16]2[C:11](=[CH:12][CH:13]=[CH:14][CH:15]=2)[C:10]([OH:17])=[CH:9][C:8]1=[O:23], predict the reactants needed to synthesize it. The reactants are: [CH3:1][C:2]([CH3:26])([CH3:25])[CH2:3][CH2:4][CH2:5][CH2:6][C:7]1([CH3:24])[C:16]2[C:11](=[CH:12][CH:13]=[CH:14][CH:15]=2)[C:10]([OH:17])=[C:9](C(OCC)=O)[C:8]1=[O:23].Cl. (4) Given the product [CH3:1][CH:2]1[CH2:3][N:4]([C:9]2[CH:10]=[CH:11][C:12]([N+:22]([O-:24])=[O:23])=[C:13]([NH:14][C:15]3[CH:20]=[CH:19][CH:18]=[CH:17][CH:16]=3)[CH:21]=2)[CH2:5][CH:6]([CH3:8])[N:7]1[C:25]([C:26]1[CH:31]=[CH:30][CH:29]=[CH:28][CH:27]=1)=[O:32], predict the reactants needed to synthesize it. The reactants are: [CH3:1][CH:2]1[NH:7][CH:6]([CH3:8])[CH2:5][N:4]([C:9]2[CH:10]=[CH:11][C:12]([N+:22]([O-:24])=[O:23])=[C:13]([CH:21]=2)[NH:14][C:15]2[CH:20]=[CH:19][CH:18]=[CH:17][CH:16]=2)[CH2:3]1.[C:25](Cl)(=[O:32])[C:26]1[CH:31]=[CH:30][CH:29]=[CH:28][CH:27]=1.C(N(CC)CC)C. (5) Given the product [C:17]([Si:14]([O:11][CH2:10][CH2:9][CH:6]1[C:5]2[CH:12]=[CH:13][C:2]([Cl:1])=[CH:3][C:4]=2[CH2:8][O:7]1)([CH3:16])[CH3:15])([CH3:20])([CH3:19])[CH3:18], predict the reactants needed to synthesize it. The reactants are: [Cl:1][C:2]1[CH:13]=[CH:12][C:5]2[CH:6]([CH2:9][CH2:10][OH:11])[O:7][CH2:8][C:4]=2[CH:3]=1.[Si:14](OCC[C@H]1C2C=CC(Br)=CC=2CCO1)([C:17]([CH3:20])([CH3:19])[CH3:18])([CH3:16])[CH3:15]. (6) Given the product [CH2:11]([O:18][C:19]1[CH:26]=[CH:25][C:22]([C:23]2[NH:1][N:2]=[C:3]([C:5]3[N:10]=[CH:9][CH:8]=[CH:7][N:6]=3)[N:4]=2)=[C:21]([OH:27])[CH:20]=1)[C:12]1[CH:13]=[CH:14][CH:15]=[CH:16][CH:17]=1, predict the reactants needed to synthesize it. The reactants are: [NH2:1][NH:2][C:3]([C:5]1[N:10]=[CH:9][CH:8]=[CH:7][N:6]=1)=[NH:4].[CH2:11]([O:18][C:19]1[CH:26]=[CH:25][C:22]([CH:23]=O)=[C:21]([OH:27])[CH:20]=1)[C:12]1[CH:17]=[CH:16][CH:15]=[CH:14][CH:13]=1.